From a dataset of NCI-60 drug combinations with 297,098 pairs across 59 cell lines. Regression. Given two drug SMILES strings and cell line genomic features, predict the synergy score measuring deviation from expected non-interaction effect. (1) Drug 1: CN1C(=O)N2C=NC(=C2N=N1)C(=O)N. Drug 2: CC1=C2C(C(=O)C3(C(CC4C(C3C(C(C2(C)C)(CC1OC(=O)C(C(C5=CC=CC=C5)NC(=O)OC(C)(C)C)O)O)OC(=O)C6=CC=CC=C6)(CO4)OC(=O)C)O)C)O. Cell line: SW-620. Synergy scores: CSS=9.01, Synergy_ZIP=-1.33, Synergy_Bliss=2.12, Synergy_Loewe=-1.05, Synergy_HSA=-0.254. (2) Drug 1: CCCS(=O)(=O)NC1=C(C(=C(C=C1)F)C(=O)C2=CNC3=C2C=C(C=N3)C4=CC=C(C=C4)Cl)F. Synergy scores: CSS=-9.46, Synergy_ZIP=13.9, Synergy_Bliss=7.08, Synergy_Loewe=-6.01, Synergy_HSA=-4.19. Cell line: HS 578T. Drug 2: CCCS(=O)(=O)NC1=C(C(=C(C=C1)F)C(=O)C2=CNC3=C2C=C(C=N3)C4=CC=C(C=C4)Cl)F. (3) Drug 1: CC1=C(C=C(C=C1)C(=O)NC2=CC(=CC(=C2)C(F)(F)F)N3C=C(N=C3)C)NC4=NC=CC(=N4)C5=CN=CC=C5. Drug 2: C(CN)CNCCSP(=O)(O)O. Cell line: SNB-75. Synergy scores: CSS=1.72, Synergy_ZIP=-0.823, Synergy_Bliss=-0.234, Synergy_Loewe=1.43, Synergy_HSA=-0.114. (4) Drug 1: CN1CCC(CC1)COC2=C(C=C3C(=C2)N=CN=C3NC4=C(C=C(C=C4)Br)F)OC. Drug 2: CCC1(CC2CC(C3=C(CCN(C2)C1)C4=CC=CC=C4N3)(C5=C(C=C6C(=C5)C78CCN9C7C(C=CC9)(C(C(C8N6C=O)(C(=O)OC)O)OC(=O)C)CC)OC)C(=O)OC)O.OS(=O)(=O)O. Cell line: ACHN. Synergy scores: CSS=23.7, Synergy_ZIP=0.861, Synergy_Bliss=1.76, Synergy_Loewe=-16.5, Synergy_HSA=3.46.